The task is: Predict which catalyst facilitates the given reaction.. This data is from Catalyst prediction with 721,799 reactions and 888 catalyst types from USPTO. (1) Reactant: C(NC(C)C)(C)C.[Li]CCCC.[Cl:13][C:14]1[CH:19]=[CH:18][CH:17]=[C:16]([Cl:20])[N:15]=1.[CH3:21][O:22][C:23]1[CH:30]=[CH:29][CH:28]=[CH:27][C:24]=1[CH:25]=[O:26].[Na+].[Cl-]. Product: [Cl:13][C:14]1[C:19]([CH:25]([C:24]2[CH:27]=[CH:28][CH:29]=[CH:30][C:23]=2[O:22][CH3:21])[OH:26])=[CH:18][CH:17]=[C:16]([Cl:20])[N:15]=1. The catalyst class is: 134. (2) Reactant: [C:1]([N:9]1[CH2:22][CH2:21][C:20]2[C:19]3[CH:18]=[C:17]([O:23][CH3:24])[CH:16]=[CH:15][C:14]=3[NH:13][C:12]=2[CH2:11][CH2:10]1)(=[O:8])[C:2]1[CH:7]=[CH:6][CH:5]=[CH:4][CH:3]=1.[H-].[Na+].[CH3:27]I.O. Product: [C:1]([N:9]1[CH2:22][CH2:21][C:20]2[C:19]3[CH:18]=[C:17]([O:23][CH3:24])[CH:16]=[CH:15][C:14]=3[N:13]([CH3:27])[C:12]=2[CH2:11][CH2:10]1)(=[O:8])[C:2]1[CH:7]=[CH:6][CH:5]=[CH:4][CH:3]=1. The catalyst class is: 42. (3) Reactant: [N:1]1([C:7]2[N:12]=[CH:11][N:10]=[C:9]([NH2:13])[CH:8]=2)[CH2:6][CH2:5][O:4][CH2:3][CH2:2]1.[H-].[Na+].Cl[C:17]1[S:18][C:19]([C:22]#[N:23])=[CH:20][N:21]=1. Product: [N:1]1([C:7]2[N:12]=[CH:11][N:10]=[C:9]([NH:13][C:17]3[S:18][C:19]([C:22]#[N:23])=[CH:20][N:21]=3)[CH:8]=2)[CH2:2][CH2:3][O:4][CH2:5][CH2:6]1. The catalyst class is: 1. (4) Reactant: [N+:1]([C:4]1[CH:9]=[CH:8][C:7]([N:10]2[CH:14]=[N:13][N:12]([C:15]3[CH:20]=[CH:19][C:18]([O:21][C:22]([F:25])([F:24])[F:23])=[CH:17][CH:16]=3)[C:11]2=[O:26])=[CH:6][CH:5]=1)([O-])=O.NC1C=CC=CC=1.[N+](C1C=CC(N)=CC=1)([O-])=O.ClC(Cl)(OC(=O)OC(Cl)(Cl)Cl)Cl. Product: [NH2:1][C:4]1[CH:9]=[CH:8][C:7]([N:10]2[CH:14]=[N:13][N:12]([C:15]3[CH:16]=[CH:17][C:18]([O:21][C:22]([F:23])([F:25])[F:24])=[CH:19][CH:20]=3)[C:11]2=[O:26])=[CH:6][CH:5]=1. The catalyst class is: 247. (5) Reactant: [N:1]#[C:2][NH2:3].[OH:4][CH:5]1[CH2:10][CH2:9][N:8]([C:11]([O:13][CH2:14][C:15]2[CH:20]=[CH:19][CH:18]=[CH:17][CH:16]=2)=[O:12])[CH2:7][CH2:6]1.[S:21]([OH:28])([C:24]([F:27])([F:26])[F:25])(=[O:23])=[O:22]. Product: [OH:28][S:21]([C:24]([F:27])([F:26])[F:25])(=[O:23])=[O:22].[NH2:1][CH:2]([NH2:3])[O:4][CH:5]1[CH2:6][CH2:7][N:8]([C:11]([O:13][CH2:14][C:15]2[CH:20]=[CH:19][CH:18]=[CH:17][CH:16]=2)=[O:12])[CH2:9][CH2:10]1. The catalyst class is: 1. (6) Reactant: [F:1][C:2]1[CH:7]=[CH:6][C:5]([C:8]2[S:12][C:11]([C:13]([OH:15])=[O:14])=[C:10]([C:16]3[N:20](C)[N:19]=[N:18][N:17]=3)[CH:9]=2)=[CH:4][CH:3]=1.COC(C1SC(C2C=CC(F)=CC=2)=CC=1C1N(C)N=NN=1)=O.[OH-].[Li+]. Product: [F:1][C:2]1[CH:3]=[CH:4][C:5]([C:8]2[S:12][C:11]([C:13]([OH:15])=[O:14])=[C:10]([C:16]3[NH:20][N:19]=[N:18][N:17]=3)[CH:9]=2)=[CH:6][CH:7]=1. The catalyst class is: 200. (7) Product: [C:1]([O:5][C:6](=[O:40])[NH:7][C@H:8]([C:34]1[CH:35]=[CH:36][CH:37]=[CH:38][CH:39]=1)[CH2:9][N:10]1[C:15](=[O:16])[C:14]([N:17]2[CH2:22][CH2:21][N:20]([CH2:48][CH2:49][C:50]3[CH:55]=[CH:54][CH:53]=[CH:52][CH:51]=3)[CH2:19][CH2:18]2)=[C:13]([CH3:23])[N:12]([CH2:24][C:25]2[C:26]([F:32])=[CH:27][CH:28]=[CH:29][C:30]=2[F:31])[C:11]1=[O:33])([CH3:2])([CH3:3])[CH3:4]. The catalyst class is: 174. Reactant: [C:1]([O:5][C:6](=[O:40])[NH:7][C@H:8]([C:34]1[CH:39]=[CH:38][CH:37]=[CH:36][CH:35]=1)[CH2:9][N:10]1[C:15](=[O:16])[C:14]([N:17]2[CH2:22][CH2:21][NH:20][CH2:19][CH2:18]2)=[C:13]([CH3:23])[N:12]([CH2:24][C:25]2[C:30]([F:31])=[CH:29][CH:28]=[CH:27][C:26]=2[F:32])[C:11]1=[O:33])([CH3:4])([CH3:3])[CH3:2].C(=O)([O-])[O-].[K+].[K+].Br[CH2:48][CH2:49][C:50]1[CH:55]=[CH:54][CH:53]=[CH:52][CH:51]=1. (8) Reactant: [CH3:1][O:2][C:3]1[CH:11]=[C:10]2[C:6]([CH:7]=[C:8]([CH3:12])[NH:9]2)=[CH:5][CH:4]=1.[C:13](O[C:13]([C:15]([F:18])([F:17])[F:16])=[O:14])([C:15]([F:18])([F:17])[F:16])=[O:14]. Product: [F:16][C:15]([F:18])([F:17])[C:13]([C:7]1[C:6]2[C:10](=[CH:11][C:3]([O:2][CH3:1])=[CH:4][CH:5]=2)[NH:9][C:8]=1[CH3:12])=[O:14]. The catalyst class is: 1.